From a dataset of Catalyst prediction with 721,799 reactions and 888 catalyst types from USPTO. Predict which catalyst facilitates the given reaction. (1) Reactant: [F:1][C:2]([C:5]1[CH:6]=[C:7]([CH:10]=[CH:11][CH:12]=1)[C:8]#N)([F:4])[CH3:3].[H-].C([Al+]CC(C)C)C(C)C.C(=O)=[O:24].CC(O)=O. Product: [F:1][C:2]([C:5]1[CH:6]=[C:7]([CH:10]=[CH:11][CH:12]=1)[CH:8]=[O:24])([F:4])[CH3:3]. The catalyst class is: 93. (2) The catalyst class is: 8. Reactant: [CH3:1][O:2][C:3]1[C:8]([O:9][CH3:10])=[C:7]([O:11][CH3:12])[CH:6]=[CH:5][C:4]=1[CH:13]=[CH:14][C:15]([O:17]CC)=[O:16].[OH-].[K+]. Product: [CH3:1][O:2][C:3]1[C:8]([O:9][CH3:10])=[C:7]([O:11][CH3:12])[CH:6]=[CH:5][C:4]=1[CH:13]=[CH:14][C:15]([OH:17])=[O:16]. (3) The catalyst class is: 10. Product: [N:20]1([C:18]2[CH:19]=[C:14]([CH2:13][S:11][C:5]3[CH:10]=[CH:9][CH:8]=[CH:7][CH:6]=3)[N:15]=[C:16]([C:26]3[CH:31]=[CH:30][CH:29]=[CH:28][N:27]=3)[N:17]=2)[CH2:21][CH2:22][O:23][CH2:24][CH2:25]1. Reactant: [O-]CC.[Na+].[C:5]1([SH:11])[CH:10]=[CH:9][CH:8]=[CH:7][CH:6]=1.Cl[CH2:13][C:14]1[CH:19]=[C:18]([N:20]2[CH2:25][CH2:24][O:23][CH2:22][CH2:21]2)[N:17]=[C:16]([C:26]2[CH:31]=[CH:30][CH:29]=[CH:28][N:27]=2)[N:15]=1. (4) Reactant: [Cl:1][C:2]1[C:3]([C:9]#[N:10])=[N:4][CH:5]=[C:6]([Cl:8])[CH:7]=1.[CH3:11][O-:12].[Na+]. The catalyst class is: 3. Product: [Cl:1][C:2]1[C:3]([C:9]#[N:10])=[N:4][CH:5]=[C:6]([O:12][CH3:11])[CH:7]=1.[Cl:8][C:6]1[CH:7]=[C:2]([O:12][CH3:11])[C:3]([C:9]#[N:10])=[N:4][CH:5]=1.